From a dataset of Catalyst prediction with 721,799 reactions and 888 catalyst types from USPTO. Predict which catalyst facilitates the given reaction. (1) Reactant: Cl[C:2]1[CH:7]=[CH:6][N:5]=[CH:4][C:3]=1[N+:8]([O-:10])=[O:9].[F:11][C:12]([F:28])([F:27])[C@H:13]1[CH2:18][NH:17][CH2:16][C@@H:15]([NH:19][C:20](=[O:26])[O:21][C:22]([CH3:25])([CH3:24])[CH3:23])[CH2:14]1.CCN(C(C)C)C(C)C. Product: [N+:8]([C:3]1[CH:4]=[N:5][CH:6]=[CH:7][C:2]=1[N:17]1[CH2:18][C@H:13]([C:12]([F:28])([F:27])[F:11])[CH2:14][C@H:15]([NH:19][C:20](=[O:26])[O:21][C:22]([CH3:24])([CH3:23])[CH3:25])[CH2:16]1)([O-:10])=[O:9]. The catalyst class is: 41. (2) Reactant: [CH3:1][O:2][C:3]([C:5]1[CH:6]=[C:7]2[CH:13]=[C:12]([C:14]([C:21]3[CH:22]=[N:23][C:24]([S:27]([CH3:29])=[O:28])=[CH:25][CH:26]=3)=[CH:15][CH:16]3[CH2:20][CH2:19][CH2:18][CH2:17]3)[N:11]([S:30]([C:33]3[CH:38]=[CH:37][CH:36]=[CH:35][CH:34]=3)(=[O:32])=[O:31])[C:8]2=[N:9][CH:10]=1)=[O:4].[Mn]([O-])(=O)(=O)=[O:40].[K+]. Product: [CH3:1][O:2][C:3]([C:5]1[CH:6]=[C:7]2[CH:13]=[C:12]([C:14]([C:21]3[CH:22]=[N:23][C:24]([S:27]([CH3:29])(=[O:40])=[O:28])=[CH:25][CH:26]=3)=[CH:15][CH:16]3[CH2:17][CH2:18][CH2:19][CH2:20]3)[N:11]([S:30]([C:33]3[CH:38]=[CH:37][CH:36]=[CH:35][CH:34]=3)(=[O:32])=[O:31])[C:8]2=[N:9][CH:10]=1)=[O:4]. The catalyst class is: 24. (3) Reactant: [CH3:1][C:2]1[C:10]2[C:9]([C:11](O)=[O:12])=[CH:8][C:7]([CH3:14])=[N:6][C:5]=2[N:4]([C:15]2[CH:20]=[CH:19][C:18]([CH3:21])=[CH:17][CH:16]=2)[N:3]=1.[CH3:22][C:23]1[C:28]([NH2:29])=[C:27]([CH3:30])[CH:26]=[CH:25][N:24]=1.P(Cl)(Cl)(Cl)=O. Product: [CH3:22][C:23]1[C:28]([NH:29][C:11]([C:9]2[C:10]3[C:2]([CH3:1])=[N:3][N:4]([C:15]4[CH:20]=[CH:19][C:18]([CH3:21])=[CH:17][CH:16]=4)[C:5]=3[N:6]=[C:7]([CH3:14])[CH:8]=2)=[O:12])=[C:27]([CH3:30])[CH:26]=[CH:25][N:24]=1. The catalyst class is: 17. (4) Reactant: [Br:1]Br.[CH3:3][C:4]([CH3:17])([CH3:16])[CH2:5][N:6]1[C:10]2[CH:11]=[C:12]([OH:15])[CH:13]=[CH:14][C:9]=2[N:8]=[N:7]1.[CH3:18][C:19]([CH3:32])([CH3:31])[CH2:20][N:21]1[C:25]2[CH:26]=[CH:27][C:28]([OH:30])=[CH:29][C:24]=2[N:23]=[N:22]1. The catalyst class is: 15. Product: [Br:1][C:11]1[C:10]2[N:6]([CH2:5][C:4]([CH3:17])([CH3:16])[CH3:3])[N:7]=[N:8][C:9]=2[CH:14]=[CH:13][C:12]=1[OH:15].[Br:1][C:29]1[C:24]2[N:23]=[N:22][N:21]([CH2:20][C:19]([CH3:32])([CH3:31])[CH3:18])[C:25]=2[CH:26]=[CH:27][C:28]=1[OH:30]. (5) Reactant: [Cl:1][C:2]1[CH:9]=[C:8]([O:10][C:11]2[CH:16]=[CH:15][CH:14]=[CH:13][C:12]=2[Cl:17])[CH:7]=[CH:6][C:3]=1[C:4]#[N:5].N.[H][H]. Product: [Cl:1][C:2]1[CH:9]=[C:8]([O:10][C:11]2[CH:16]=[CH:15][CH:14]=[CH:13][C:12]=2[Cl:17])[CH:7]=[CH:6][C:3]=1[CH2:4][NH2:5]. The catalyst class is: 94. (6) Reactant: [Cl:1][C:2]1[C:3]([F:45])=[C:4]([C@@H:8]2[C@:12]([C:15]3[CH:20]=[CH:19][C:18]([Cl:21])=[CH:17][C:16]=3[F:22])([C:13]#[N:14])[C@H:11]([CH2:23][C:24]([CH3:27])([CH3:26])[CH3:25])[NH:10][C@H:9]2[C:28]([NH:30][C:31]2[CH:39]=[CH:38][C:34]([C:35]([OH:37])=[O:36])=[CH:33][C:32]=2[O:40][C:41](F)(F)F)=[O:29])[CH:5]=[CH:6][CH:7]=1.[CH:46](=O)[CH:47]([CH3:49])[CH3:48].[CH3:51]C(O)=O. Product: [CH3:51][O:37][C:35](=[O:36])[C:34]1[CH:38]=[CH:39][C:31]([N:30]2[C:28](=[O:29])[C@H:9]3[C@H:8]([C:4]4[CH:5]=[CH:6][CH:7]=[C:2]([Cl:1])[C:3]=4[F:45])[C@:12]([C:15]4[CH:20]=[CH:19][C:18]([Cl:21])=[CH:17][C:16]=4[F:22])([C:13]#[N:14])[C@H:11]([CH2:23][C:24]([CH3:27])([CH3:26])[CH3:25])[N:10]3[C@@H:46]2[CH:47]([CH3:49])[CH3:48])=[C:32]([O:40][CH3:41])[CH:33]=1. The catalyst class is: 2.